From a dataset of Forward reaction prediction with 1.9M reactions from USPTO patents (1976-2016). Predict the product of the given reaction. Given the reactants [NH2:1][C:2]1[S:6][C:5]([CH2:7][CH2:8][S:9][CH2:10][CH2:11][C:12]2[S:16][C:15]([NH:17][C:18](=[O:26])[CH2:19][C:20]3[CH:25]=[CH:24][CH:23]=[CH:22][CH:21]=3)=[N:14][N:13]=2)=[N:4][N:3]=1.[OH2:27].[OH:28]OS([O-])=O.[K+], predict the reaction product. The product is: [NH2:1][C:2]1[S:6][C:5]([CH2:7][CH2:8][S:9]([CH2:10][CH2:11][C:12]2[S:16][C:15]([NH:17][C:18](=[O:26])[CH2:19][C:20]3[CH:25]=[CH:24][CH:23]=[CH:22][CH:21]=3)=[N:14][N:13]=2)(=[O:28])=[O:27])=[N:4][N:3]=1.